This data is from Reaction yield outcomes from USPTO patents with 853,638 reactions. The task is: Predict the reaction yield, written as a fraction of the theoretical maximum amount of product (1.0 means a 100% yield; for example, 0.34 means a 34% yield). The reactants are [OH:1][C@H:2]1[C:10]2[C:5](=[CH:6][CH:7]=[CH:8][CH:9]=2)[CH2:4][C@:3]1([CH2:20][C:21]1[CH:31]=[CH:30][C:24]([C:25]([O:27][CH2:28][CH3:29])=[O:26])=[CH:23][CH:22]=1)[C:11]1[CH2:12][C:13]2[C:18]([CH:19]=1)=[CH:17][CH:16]=[CH:15][CH:14]=2.C1CCC(N=C=NC2CCCCC2)CC1.C([NH:64][C@H:65]([C:70](O)=[O:71])[CH2:66][CH:67]([CH3:69])[CH3:68])(OCC1C2C(=CC=CC=2)C2C1=CC=CC=2)=O. The catalyst is CN(C1C=CN=CC=1)C.C(OCC)(=O)C. The product is [NH2:64][C@@H:65]([CH2:66][CH:67]([CH3:69])[CH3:68])[C:70]([O:1][C@H:2]1[C:10]2[C:5](=[CH:6][CH:7]=[CH:8][CH:9]=2)[CH2:4][C@:3]1([CH2:20][C:21]1[CH:31]=[CH:30][C:24]([C:25]([O:27][CH2:28][CH3:29])=[O:26])=[CH:23][CH:22]=1)[C:11]1[CH2:12][C:13]2[C:18]([CH:19]=1)=[CH:17][CH:16]=[CH:15][CH:14]=2)=[O:71]. The yield is 0.600.